From a dataset of Reaction yield outcomes from USPTO patents with 853,638 reactions. Predict the reaction yield, written as a fraction of the theoretical maximum amount of product (1.0 means a 100% yield; for example, 0.34 means a 34% yield). (1) The reactants are [Br:1][C:2]1[CH:3]=[C:4]2[C:10](I)=[CH:9][N:8]([S:12]([C:15]3[CH:21]=[CH:20][C:18]([CH3:19])=[CH:17][CH:16]=3)(=[O:14])=[O:13])[C:5]2=[N:6][CH:7]=1.[F:22][C:23]1[CH:43]=[CH:42][C:41]([F:44])=[CH:40][C:24]=1[CH2:25][N:26]1[CH:30]=[C:29](B2OC(C)(C)C(C)(C)O2)[CH:28]=[N:27]1.C(=O)([O-])[O-].[Na+].[Na+]. The catalyst is Cl[Pd](Cl)([P](C1C=CC=CC=1)(C1C=CC=CC=1)C1C=CC=CC=1)[P](C1C=CC=CC=1)(C1C=CC=CC=1)C1C=CC=CC=1.C1(C)C=CC=CC=1.C(O)C.O. The product is [Br:1][C:2]1[CH:3]=[C:4]2[C:10]([C:29]3[CH:28]=[N:27][N:26]([CH2:25][C:24]4[CH:40]=[C:41]([F:44])[CH:42]=[CH:43][C:23]=4[F:22])[CH:30]=3)=[CH:9][N:8]([S:12]([C:15]3[CH:21]=[CH:20][C:18]([CH3:19])=[CH:17][CH:16]=3)(=[O:14])=[O:13])[C:5]2=[N:6][CH:7]=1. The yield is 0.426. (2) The reactants are N(C(OC(C)C)=O)=NC(OC(C)C)=O.[CH3:15][S:16][C:17]1[C:22]([NH:23][C:24](=[O:27])[CH2:25]O)=[C:21]([S:28][CH3:29])[CH:20]=[C:19]([CH3:30])[N:18]=1.I(O)(=O)=O.[N:35]1[C:39]2[CH:40]=[CH:41][CH:42]=[CH:43][C:38]=2[NH:37][C:36]=1[S:44][CH2:45][CH2:46][N:47]1[CH2:52][CH2:51][NH:50][CH2:49][CH2:48]1.C1(P(C2C=CC=CC=2)C2C=CC=CC=2)C=CC=CC=1.Cl. The catalyst is CN(C)C=O.C(OCC)(=O)C.O. The product is [N:35]1[C:39]2[CH:40]=[CH:41][CH:42]=[CH:43][C:38]=2[NH:37][C:36]=1[S:44][CH2:45][CH2:46][N:47]1[CH2:52][CH2:51][N:50]([CH2:25][C:24]([NH:23][C:22]2[C:17]([S:16][CH3:15])=[N:18][C:19]([CH3:30])=[CH:20][C:21]=2[S:28][CH3:29])=[O:27])[CH2:49][CH2:48]1. The yield is 0.940. (3) The reactants are [CH3:1][O:2][C:3]1[CH:8]=[CH:7][C:6](B(O)O)=[CH:5][C:4]=1[CH:12]1[C:25]2[C:24](=[O:26])[CH2:23][C:22]([CH3:28])([CH3:27])[CH2:21][C:20]=2[O:19][C:18]2[CH2:17][C:16]([CH3:30])([CH3:29])[CH2:15][C:14](=[O:31])[C:13]1=2.Cl[C:33]1[N:38]=[C:37]([C:39]#[N:40])[CH:36]=[CH:35][CH:34]=1.C(=O)([O-])[O-].[Na+].[Na+]. The catalyst is COCCOC.O.C1C=CC([P]([Pd]([P](C2C=CC=CC=2)(C2C=CC=CC=2)C2C=CC=CC=2)([P](C2C=CC=CC=2)(C2C=CC=CC=2)C2C=CC=CC=2)[P](C2C=CC=CC=2)(C2C=CC=CC=2)C2C=CC=CC=2)(C2C=CC=CC=2)C2C=CC=CC=2)=CC=1. The product is [CH3:1][O:2][C:3]1[CH:8]=[CH:7][C:6]([C:33]2[N:38]=[C:37]([C:39]#[N:40])[CH:36]=[CH:35][CH:34]=2)=[CH:5][C:4]=1[CH:12]1[C:25]2[C:24](=[O:26])[CH2:23][C:22]([CH3:28])([CH3:27])[CH2:21][C:20]=2[O:19][C:18]2[CH2:17][C:16]([CH3:30])([CH3:29])[CH2:15][C:14](=[O:31])[C:13]1=2. The yield is 0.950. (4) The reactants are [F:1][C:2]([F:19])([F:18])[C:3]([F:17])([C:13]([F:16])([F:15])[F:14])[CH2:4][CH:5]([C:9]([F:12])([F:11])[F:10])[CH2:6][CH2:7]I.[C:20]([O-:23])(=[O:22])[CH3:21].[Na+].CN(C)C=O. The catalyst is O. The product is [C:20]([O:23][CH2:7][CH2:6][CH:5]([C:9]([F:12])([F:11])[F:10])[CH2:4][C:3]([F:17])([C:13]([F:16])([F:15])[F:14])[C:2]([F:19])([F:18])[F:1])(=[O:22])[CH3:21]. The yield is 0.761. (5) The reactants are [BH4-].[Li+].[N+:3]([C:6]1[CH:7]=[C:8]([CH:12]([CH3:17])[C:13](OC)=[O:14])[CH:9]=[CH:10][CH:11]=1)([O-:5])=[O:4]. The catalyst is C1COCC1. The product is [N+:3]([C:6]1[CH:7]=[C:8]([CH:12]([CH3:17])[CH2:13][OH:14])[CH:9]=[CH:10][CH:11]=1)([O-:5])=[O:4]. The yield is 1.00. (6) The reactants are [C:1]([Si:5]([O:18][C:19]1[CH:24]=[CH:23][C:22]([CH:25]2[S:30][CH2:29][CH2:28][CH2:27][S:26]2)=[CH:21][CH:20]=1)([C:12]1[CH:17]=[CH:16][CH:15]=[CH:14][CH:13]=1)[C:6]1[CH:11]=[CH:10][CH:9]=[CH:8][CH:7]=1)([CH3:4])([CH3:3])[CH3:2].C([Li])CCC.CCCCCC.[Br:42][C:43]1[CH:44]=[C:45]([CH:48]=[CH:49][C:50]=1[F:51])[CH:46]=[O:47].[Cl-].[NH4+]. The catalyst is O1CCCC1. The product is [Br:42][C:43]1[CH:44]=[C:45]([CH:46]([C:25]2([C:22]3[CH:21]=[CH:20][C:19]([O:18][Si:5]([C:1]([CH3:4])([CH3:2])[CH3:3])([C:12]4[CH:17]=[CH:16][CH:15]=[CH:14][CH:13]=4)[C:6]4[CH:7]=[CH:8][CH:9]=[CH:10][CH:11]=4)=[CH:24][CH:23]=3)[S:26][CH2:27][CH2:28][CH2:29][S:30]2)[OH:47])[CH:48]=[CH:49][C:50]=1[F:51]. The yield is 0.670. (7) The reactants are [NH2:1][C@H:2]1[CH2:7][CH2:6][C@H:5]([NH:8][C:9]2[CH:14]=[C:13]([C:15]3[C:16]([Cl:29])=[N:17][CH:18]=[C:19]([NH:21][CH2:22][CH:23]4[CH2:28][CH2:27][O:26][CH2:25][CH2:24]4)[CH:20]=3)[C:12]([Cl:30])=[CH:11][N:10]=2)[CH2:4][CH2:3]1.C([O-])([O-])=O.[K+].[K+].Br[CH2:38][CH2:39][CH2:40][CH2:41]Br. The catalyst is CN(C=O)C. The product is [Cl:29][C:16]1[C:15]([C:13]2[C:12]([Cl:30])=[CH:11][N:10]=[C:9]([NH:8][C@H:5]3[CH2:6][CH2:7][C@H:2]([N:1]4[CH2:41][CH2:40][CH2:39][CH2:38]4)[CH2:3][CH2:4]3)[CH:14]=2)=[CH:20][C:19]([NH:21][CH2:22][CH:23]2[CH2:28][CH2:27][O:26][CH2:25][CH2:24]2)=[CH:18][N:17]=1. The yield is 0.279.